Dataset: Full USPTO retrosynthesis dataset with 1.9M reactions from patents (1976-2016). Task: Predict the reactants needed to synthesize the given product. (1) Given the product [ClH:1].[C:2]12([CH2:12][CH2:13][N:14]3[CH2:27][CH2:28][C:29](=[O:31])[N:17]([CH2:18][CH2:19][CH2:20][C:21]4[CH:26]=[CH:25][N:24]=[CH:23][CH:22]=4)[C:15]3=[O:16])[CH2:9][CH:8]3[CH2:7][CH:6]([CH2:5][CH:4]([CH2:10]3)[CH2:3]1)[CH2:11]2, predict the reactants needed to synthesize it. The reactants are: [ClH:1].[C:2]12([CH2:12][CH2:13][N:14]([CH2:27][CH2:28][C:29]([O:31]C(C)(C)C)=O)[C:15]([NH:17][CH2:18][CH2:19][CH2:20][C:21]3[CH:26]=[CH:25][N:24]=[CH:23][CH:22]=3)=[O:16])[CH2:11][CH:6]3[CH2:7][CH:8]([CH2:10][CH:4]([CH2:5]3)[CH2:3]1)[CH2:9]2.C(OCC)(=O)C. (2) Given the product [F:32][C:2]([F:1])([F:33])[C:3]1([CH2:7][N:9]2[CH2:10][CH2:11][CH:12]([CH2:15][O:16][C:17]3[CH:18]=[CH:19][C:20]([C:23]4[CH:28]=[CH:27][C:26]([CH:29]([OH:31])[CH3:30])=[CH:25][CH:24]=4)=[CH:21][CH:22]=3)[CH2:13][CH2:14]2)[CH2:6][CH2:5][CH2:4]1, predict the reactants needed to synthesize it. The reactants are: [F:1][C:2]([F:33])([F:32])[C:3]1([C:7]([N:9]2[CH2:14][CH2:13][CH:12]([CH2:15][O:16][C:17]3[CH:22]=[CH:21][C:20]([C:23]4[CH:28]=[CH:27][C:26]([C:29](=[O:31])[CH3:30])=[CH:25][CH:24]=4)=[CH:19][CH:18]=3)[CH2:11][CH2:10]2)=O)[CH2:6][CH2:5][CH2:4]1.[H-].[H-].[H-].[H-].[Li+].[Al+3].O. (3) Given the product [CH2:1]([O:4][C:5]1[CH:18]=[CH:17][CH:16]=[CH:15][C:6]=1[CH2:7][C:8]1[CH:9]=[N:10][NH:11][CH:12]=1)[CH:2]=[CH2:3], predict the reactants needed to synthesize it. The reactants are: [CH2:1]([O:4][C:5]1[CH:18]=[CH:17][CH:16]=[CH:15][C:6]=1[CH2:7][C:8]1[C:9](N)=[N:10][NH:11][C:12]=1N)[CH:2]=[CH2:3].[PH2](O)=O.N([O-])=O.[Na+].